This data is from Forward reaction prediction with 1.9M reactions from USPTO patents (1976-2016). The task is: Predict the product of the given reaction. (1) Given the reactants Br[C:2]1[CH:7]=[CH:6][C:5]([S:8]([N:11]([CH3:13])[CH3:12])(=[O:10])=[O:9])=[CH:4][CH:3]=1.[B:14]1([B:14]2[O:18][C:17]([CH3:20])([CH3:19])[C:16]([CH3:22])([CH3:21])[O:15]2)[O:18][C:17]([CH3:20])([CH3:19])[C:16]([CH3:22])([CH3:21])[O:15]1.C([O-])(=O)C.[K+], predict the reaction product. The product is: [CH3:12][N:11]([CH3:13])[S:8]([C:5]1[CH:6]=[CH:7][C:2]([B:14]2[O:18][C:17]([CH3:20])([CH3:19])[C:16]([CH3:22])([CH3:21])[O:15]2)=[CH:3][CH:4]=1)(=[O:10])=[O:9]. (2) Given the reactants [Cl:1][C:2]1[CH:3]=[C:4]([NH:12][C:13](=[O:19])[O:14][C:15]([CH3:18])([CH3:17])[CH3:16])[C:5]2[N:6]([C:8]([CH3:11])=[N:9][N:10]=2)[N:7]=1.[H-].[Na+].[CH3:22]N(C=O)C, predict the reaction product. The product is: [Cl:1][C:2]1[CH:3]=[C:4]([N:12]([CH3:22])[C:13](=[O:19])[O:14][C:15]([CH3:16])([CH3:18])[CH3:17])[C:5]2[N:6]([C:8]([CH3:11])=[N:9][N:10]=2)[N:7]=1. (3) The product is: [Cl:14][C:12]1[S:13][C:9]2[CH:8]=[C:7]([OH:6])[CH:16]=[CH:15][C:10]=2[N:11]=1. Given the reactants [Cl-].[Al+3].[Cl-].[Cl-].C[O:6][C:7]1[CH:16]=[CH:15][C:10]2[N:11]=[C:12]([Cl:14])[S:13][C:9]=2[CH:8]=1.Cl, predict the reaction product. (4) Given the reactants [C:1]([N:6]1[CH2:11][CH2:10][CH:9]([N:12]([C@H:24]2[CH2:29][CH2:28][C@H:27]([CH3:30])[CH2:26][CH2:25]2)[C:13]([NH:15][C:16]2[S:17][C:18]([S:21]C#N)=[CH:19][N:20]=2)=[O:14])[CH2:8][CH2:7]1)(=[O:5])[CH2:2][CH2:3][CH3:4].SC[C@@H]([C@@H](CS)O)O.Cl[CH2:40][CH2:41][N:42]1[CH2:46][CH2:45][CH2:44][CH2:43]1, predict the reaction product. The product is: [C:1]([N:6]1[CH2:11][CH2:10][CH:9]([N:12]([C@H:24]2[CH2:29][CH2:28][C@H:27]([CH3:30])[CH2:26][CH2:25]2)[C:13]([NH:15][C:16]2[S:17][C:18]([S:21][CH2:40][CH2:41][N:42]3[CH2:46][CH2:45][CH2:44][CH2:43]3)=[CH:19][N:20]=2)=[O:14])[CH2:8][CH2:7]1)(=[O:5])[CH2:2][CH2:3][CH3:4]. (5) Given the reactants [F:1][C:2]1[CH:11]=[C:10]([F:12])[CH:9]=[C:8]2[C:3]=1[C:4]([NH:20][C:21]1[C:26](I)=[CH:25][N:24]=[C:23]([N:28]3[CH2:33][CH2:32][O:31][CH2:30][CH2:29]3)[CH:22]=1)=[C:5]([CH3:19])[C:6]([C:13]1[CH:18]=[CH:17][CH:16]=[CH:15][N:14]=1)=[N:7]2.[NH:34]1[C:42]2[C:37](=[CH:38][C:39](B3OC(C)(C)C(C)(C)O3)=[CH:40][CH:41]=2)[CH:36]=[N:35]1.C1(P(C2CCCCC2)C2CCCCC2)CCCCC1.[O-]P([O-])([O-])=O.[K+].[K+].[K+], predict the reaction product. The product is: [NH:34]1[C:42]2[C:37](=[CH:38][C:39]([C:26]3[C:21]([NH:20][C:4]4[C:3]5[C:8](=[CH:9][C:10]([F:12])=[CH:11][C:2]=5[F:1])[N:7]=[C:6]([C:13]5[CH:18]=[CH:17][CH:16]=[CH:15][N:14]=5)[C:5]=4[CH3:19])=[CH:22][C:23]([N:28]4[CH2:33][CH2:32][O:31][CH2:30][CH2:29]4)=[N:24][CH:25]=3)=[CH:40][CH:41]=2)[CH:36]=[N:35]1.